This data is from Catalyst prediction with 721,799 reactions and 888 catalyst types from USPTO. The task is: Predict which catalyst facilitates the given reaction. (1) Reactant: [NH:1]1[CH2:5][CH2:4][CH:3]([C:6]2[CH:7]=[C:8]([NH:12][C:13]([N:15]3[C@@H:21]4[CH2:22][N:18]([CH2:19][CH2:20]4)[C:17]4[CH:23]=[CH:24][C:25]([C:27]5[CH:32]=[CH:31][CH:30]=[C:29]([C:33]([F:36])([F:35])[F:34])[CH:28]=5)=[N:26][C:16]3=4)=[O:14])[CH:9]=[CH:10][CH:11]=2)[CH2:2]1.CCN(C(C)C)C(C)C.Cl[CH2:47][C:48]([NH2:50])=[O:49]. Product: [NH2:50][C:48](=[O:49])[CH2:47][N:1]1[CH2:5][CH2:4][CH:3]([C:6]2[CH:7]=[C:8]([NH:12][C:13]([N:15]3[C@@H:21]4[CH2:22][N:18]([CH2:19][CH2:20]4)[C:17]4[CH:23]=[CH:24][C:25]([C:27]5[CH:32]=[CH:31][CH:30]=[C:29]([C:33]([F:35])([F:34])[F:36])[CH:28]=5)=[N:26][C:16]3=4)=[O:14])[CH:9]=[CH:10][CH:11]=2)[CH2:2]1. The catalyst class is: 2. (2) Reactant: [C:1]([C:3]1[C:4]([O:39][CH3:40])=[C:5]([CH2:13][N:14]([CH3:38])[C:15](=[O:37])[CH:16]([N:24]2[CH2:28][CH2:27][C@H:26]([N:29]([CH3:36])[C:30](=[O:35])[C:31](F)(F)F)[CH2:25]2)[C:17]2[CH:22]=[CH:21][C:20]([F:23])=[CH:19][CH:18]=2)[C:6]2[C:11]([CH:12]=1)=[CH:10][CH:9]=[CH:8][CH:7]=2)#[N:2].C([O-])([O-])=O.[K+].[K+]. Product: [C:30]([N:29]([CH3:36])[C@H:26]1[CH2:27][CH2:28][N:24]([CH:16]([C:17]2[CH:18]=[CH:19][C:20]([F:23])=[CH:21][CH:22]=2)[C:15]([N:14]([CH2:13][C:5]2[C:6]3[C:11](=[CH:10][CH:9]=[CH:8][CH:7]=3)[CH:12]=[C:3]([C:1]#[N:2])[C:4]=2[O:39][CH3:40])[CH3:38])=[O:37])[CH2:25]1)(=[O:35])[CH3:31]. The catalyst class is: 24. (3) Reactant: [H-].[Na+].[Br:3][C:4]1[CH:12]=[C:11]2[C:7]([CH:8]=[CH:9][NH:10]2)=[CH:6][CH:5]=1.[CH3:13]I. Product: [Br:3][C:4]1[CH:12]=[C:11]2[C:7]([CH:8]=[CH:9][N:10]2[CH3:13])=[CH:6][CH:5]=1. The catalyst class is: 3. (4) Reactant: [C:1]([C:3]1[CH:4]=[CH:5][C:6]2[O:11][CH:10]([C:12]([OH:14])=O)[CH2:9][N:8]([C:15]([O:17][CH2:18][CH3:19])=[O:16])[C:7]=2[CH:20]=1)#[N:2].C(=O)([O-])OC[C:24]1[CH:29]=[C:28]([NH2:30])[C:27]([Br:31])=[CH:26][C:25]=1[CH:32]1[CH2:36][CH2:35][CH2:34][CH2:33]1.N1C=CC=CC=1.C(P1(=O)OP(CCC)(=O)OP(CCC)(=O)[O:49]1)CC.[C:63]([O:66][CH2:67]C)(=[O:65])C. Product: [Br:31][C:27]1[CH:26]=[C:25]([CH:32]2[CH2:33][CH2:34][CH2:35][CH2:36]2)[C:24]([O:65][C:63]([O:66][CH3:67])=[O:49])=[CH:29][C:28]=1[NH:30][C:12]([CH:10]1[O:11][C:6]2[CH:5]=[CH:4][C:3]([C:1]#[N:2])=[CH:20][C:7]=2[N:8]([C:15]([O:17][CH2:18][CH3:19])=[O:16])[CH2:9]1)=[O:14]. The catalyst class is: 504. (5) Reactant: [O:1]=[C:2]1[NH:6][CH2:5][C:4](=[O:7])[N:3]1[C:8]1[CH:17]=[C:16]([C:18]2[C:27]3[C:22](=[CH:23][C:24]([O:33][CH2:34][CH3:35])=[C:25]4[O:30][C:29]([CH3:32])([CH3:31])[CH2:28][C:26]4=3)[CH2:21][C:20]([CH3:37])([CH3:36])[N:19]=2)[CH:15]=[CH:14][C:9]=1[C:10]([O:12]C)=[O:11].[OH-].[Na+].[ClH:40]. The catalyst class is: 5. Product: [ClH:40].[O:1]=[C:2]1[NH:6][CH2:5][C:4](=[O:7])[N:3]1[C:8]1[CH:17]=[C:16]([C:18]2[C:27]3[C:22](=[CH:23][C:24]([O:33][CH2:34][CH3:35])=[C:25]4[O:30][C:29]([CH3:31])([CH3:32])[CH2:28][C:26]4=3)[CH2:21][C:20]([CH3:36])([CH3:37])[N:19]=2)[CH:15]=[CH:14][C:9]=1[C:10]([OH:12])=[O:11]. (6) Reactant: [C:1]([O:5][C:6](=[O:30])[N:7]([CH2:9][C:10]1[CH:14]=[C:13]([C:15]2[C:19](Br)=[CH:18][S:17][CH:16]=2)[N:12]([S:21]([C:24]2[CH:25]=[N:26][CH:27]=[CH:28][CH:29]=2)(=[O:23])=[O:22])[CH:11]=1)[CH3:8])([CH3:4])([CH3:3])[CH3:2].[CH3:31][N:32](C)C=O. Product: [C:1]([O:5][C:6](=[O:30])[N:7]([CH2:9][C:10]1[CH:14]=[C:13]([C:15]2[C:19]([C:31]#[N:32])=[CH:18][S:17][CH:16]=2)[N:12]([S:21]([C:24]2[CH:25]=[N:26][CH:27]=[CH:28][CH:29]=2)(=[O:23])=[O:22])[CH:11]=1)[CH3:8])([CH3:4])([CH3:3])[CH3:2]. The catalyst class is: 267. (7) Reactant: [CH2:1]([O:8][C:9]1[CH:14]=[CH:13][C:12]([OH:15])=[CH:11][CH:10]=1)[C:2]1[CH:7]=[CH:6][CH:5]=[CH:4][CH:3]=1.CS(O[CH:21]1[CH2:26][CH2:25][N:24]([C:27]([O:29][C:30]([CH3:33])([CH3:32])[CH3:31])=[O:28])[CH2:23][CH2:22]1)(=O)=O.C1(P(C2C=CC=CC=2)C2C=CC=CC=2)C=CC=CC=1.CCOC(/N=N/C(OCC)=O)=O.C(=O)([O-])O.[Na+]. Product: [CH2:1]([O:8][C:9]1[CH:10]=[CH:11][C:12]([O:15][CH:21]2[CH2:26][CH2:25][N:24]([C:27]([O:29][C:30]([CH3:33])([CH3:32])[CH3:31])=[O:28])[CH2:23][CH2:22]2)=[CH:13][CH:14]=1)[C:2]1[CH:3]=[CH:4][CH:5]=[CH:6][CH:7]=1. The catalyst class is: 182. (8) Product: [CH3:12][C:10]1[S:11][C:7]2[C:8](=[C:3]([OH:2])[CH:4]=[CH:5][CH:6]=2)[N:9]=1. Reactant: C[O:2][C:3]1[C:8]2[N:9]=[C:10]([CH3:12])[S:11][C:7]=2[CH:6]=[CH:5][CH:4]=1.B(Br)(Br)Br. The catalyst class is: 4. (9) Reactant: [O:1]=[C:2]([C:18]1[CH:23]=[CH:22][C:21]([C:24]2[CH:29]=[CH:28][C:27]([NH:30][C:31](=[O:36])[CH2:32][CH2:33][CH2:34][CH3:35])=[CH:26][CH:25]=2)=[CH:20][CH:19]=1)[CH2:3][CH:4]([CH2:10][CH2:11][C:12]1[CH:17]=[CH:16][CH:15]=[CH:14][CH:13]=1)[C:5]([O:7]CC)=[O:6].[OH-].[Na+:38]. Product: [O:1]=[C:2]([C:18]1[CH:23]=[CH:22][C:21]([C:24]2[CH:29]=[CH:28][C:27]([NH:30][C:31](=[O:36])[CH2:32][CH2:33][CH2:34][CH3:35])=[CH:26][CH:25]=2)=[CH:20][CH:19]=1)[CH2:3][CH:4]([CH2:10][CH2:11][C:12]1[CH:17]=[CH:16][CH:15]=[CH:14][CH:13]=1)[C:5]([O-:7])=[O:6].[Na+:38]. The catalyst class is: 8.